From a dataset of Full USPTO retrosynthesis dataset with 1.9M reactions from patents (1976-2016). Predict the reactants needed to synthesize the given product. Given the product [F:28][C:26]1[CH:25]=[C:24]([N:29]2[CH2:34][CH2:33][N:32]([C:18]([C:9]3[CH:10]=[C:11]([S:14]([CH3:17])(=[O:15])=[O:16])[CH:12]=[CH:13][C:8]=3[C:3]3[CH:4]=[CH:5][CH:6]=[CH:7][C:2]=3[F:1])=[O:20])[CH2:31][CH2:30]2)[CH:23]=[C:22]([F:21])[CH:27]=1, predict the reactants needed to synthesize it. The reactants are: [F:1][C:2]1[CH:7]=[CH:6][CH:5]=[CH:4][C:3]=1[C:8]1[C:9]([C:18]([OH:20])=O)=[CH:10][C:11]([S:14]([CH3:17])(=[O:16])=[O:15])=[CH:12][CH:13]=1.[F:21][C:22]1[CH:23]=[C:24]([N:29]2[CH2:34][CH2:33][NH:32][CH2:31][CH2:30]2)[CH:25]=[C:26]([F:28])[CH:27]=1.